From a dataset of Peptide-MHC class I binding affinity with 185,985 pairs from IEDB/IMGT. Regression. Given a peptide amino acid sequence and an MHC pseudo amino acid sequence, predict their binding affinity value. This is MHC class I binding data. (1) The peptide sequence is NANAYSGKY. The MHC is HLA-A30:01 with pseudo-sequence HLA-A30:01. The binding affinity (normalized) is 0.0262. (2) The peptide sequence is QQYAGWSAL. The MHC is HLA-B48:01 with pseudo-sequence HLA-B48:01. The binding affinity (normalized) is 0.707.